From a dataset of Full USPTO retrosynthesis dataset with 1.9M reactions from patents (1976-2016). Predict the reactants needed to synthesize the given product. (1) Given the product [O:3]1[C:4]2[CH:9]=[CH:8][CH:7]=[C:6]([C:10](=[O:12])[CH3:11])[C:5]=2[CH2:2][CH2:1]1, predict the reactants needed to synthesize it. The reactants are: [CH:1]([O:3][C:4]1[CH:5]=[C:6]([C:10](=[O:12])[CH3:11])[CH:7]=[CH:8][CH:9]=1)=[CH2:2].C(N)C1C=CC=CC=1.Cl. (2) Given the product [Br:7][C:8]1[CH:13]=[CH:12][CH:11]=[C:10]([N:1]2[CH2:6][CH2:5][O:4][CH2:3][CH2:2]2)[N:9]=1, predict the reactants needed to synthesize it. The reactants are: [NH:1]1[CH2:6][CH2:5][O:4][CH2:3][CH2:2]1.[Br:7][C:8]1[CH:13]=[CH:12][CH:11]=[C:10](Br)[N:9]=1.C(=O)([O-])[O-].[Cs+].[Cs+].O. (3) Given the product [C:23]1([CH:21]([N:1]2[C:9]3[C:4](=[CH:5][CH:6]=[CH:7][CH:8]=3)[C:3]([C:10]([O:12][CH3:13])=[O:11])=[N:2]2)[CH3:22])[CH:28]=[CH:27][CH:26]=[CH:25][CH:24]=1, predict the reactants needed to synthesize it. The reactants are: [NH:1]1[C:9]2[C:4](=[CH:5][CH:6]=[CH:7][CH:8]=2)[C:3]([C:10]([O:12][CH3:13])=[O:11])=[N:2]1.C(=O)([O-])[O-].[K+].[K+].Br[CH:21]([C:23]1[CH:28]=[CH:27][CH:26]=[CH:25][CH:24]=1)[CH3:22].O. (4) Given the product [Cl:1][C:2]1[C:6]([Cl:7])=[C:5]([CH3:8])[NH:4][C:3]=1[C:9]([Cl:14])=[O:11], predict the reactants needed to synthesize it. The reactants are: [Cl:1][C:2]1[C:6]([Cl:7])=[C:5]([CH3:8])[NH:4][C:3]=1[C:9]([OH:11])=O.O=S(Cl)[Cl:14]. (5) Given the product [F:14][C:15]1[CH:16]=[C:17]([CH2:21][CH2:22][CH2:23][N:24]2[CH2:11][C:5]3[C:4](=[C:9]([I:10])[CH:8]=[CH:7][CH:6]=3)[C:3]2=[O:13])[CH:18]=[CH:19][CH:20]=1, predict the reactants needed to synthesize it. The reactants are: CO[C:3](=[O:13])[C:4]1[C:9]([I:10])=[CH:8][CH:7]=[CH:6][C:5]=1[CH2:11]Br.[F:14][C:15]1[CH:16]=[C:17]([CH2:21][CH2:22][CH2:23][NH2:24])[CH:18]=[CH:19][CH:20]=1.C([O-])([O-])=O.[K+].[K+].C(OCC)(=O)C. (6) Given the product [CH3:15][C:14]1[N:16]=[N:12][C:11]([C:6]2[C:5]([CH3:4])=[CH:10][CH:9]=[CH:8][N:7]=2)=[N:19][N:17]=1, predict the reactants needed to synthesize it. The reactants are: O.NN.[CH3:4][C:5]1[C:6]([C:11]#[N:12])=[N:7][CH:8]=[CH:9][CH:10]=1.Cl.[C:14]([NH2:17])(=[NH:16])[CH3:15].[S].[N:19]([O-])=O.[Na+]. (7) Given the product [CH2:18]([C:16]1[NH:15][N:14]=[C:13]([CH:5]2[CH2:6][C:7]3[C:12](=[CH:11][CH:10]=[CH:9][CH:8]=3)[NH:4]2)[N:17]=1)[CH2:19][CH3:20], predict the reactants needed to synthesize it. The reactants are: C([N:4]1[C:12]2[C:7](=[CH:8][CH:9]=[CH:10][CH:11]=2)[CH2:6][CH:5]1[C:13]1[N:17]=[C:16]([CH2:18][CH2:19][CH3:20])[NH:15][N:14]=1)(=O)C.[OH-].[Na+].